Task: Binary Classification. Given a drug SMILES string, predict its activity (active/inactive) in a high-throughput screening assay against a specified biological target.. Dataset: HIV replication inhibition screening data with 41,000+ compounds from the AIDS Antiviral Screen (1) The molecule is CCOC(=O)OC1(c2ccccc2)CCN(C)CC1. The result is 0 (inactive). (2) The drug is N#CC1=C(N)N2C(=O)C(=Cc3ccccc3)SC2C(c2nc3ccccc3[nH]2)=C1c1ccccc1. The result is 0 (inactive). (3) The compound is O=S1(=O)CSc2ccc3ccccc3c2-c2c1ccc1ccccc21. The result is 0 (inactive). (4) The molecule is O=C1OCCN1N1CCOC1=O. The result is 0 (inactive). (5) The compound is CCN(CC)Cc1ccccc1CC(=O)N1c2ccccc2C(=O)Nc2cccnc21. The result is 0 (inactive). (6) The molecule is O=C1c2ccccc2NC2(C(=O)Nc3ccccc32)N1N1CCOCC1. The result is 0 (inactive).